This data is from Full USPTO retrosynthesis dataset with 1.9M reactions from patents (1976-2016). The task is: Predict the reactants needed to synthesize the given product. (1) Given the product [C:2]([C:6]1[CH:10]=[C:9]([NH:11][C:17](=[O:18])[O:19][C:20]2[CH:25]=[CH:24][CH:23]=[CH:22][CH:21]=2)[N:8]([CH2:12][CH:13]([CH3:15])[CH3:14])[N:7]=1)([CH3:5])([CH3:4])[CH3:3], predict the reactants needed to synthesize it. The reactants are: Cl.[C:2]([C:6]1[CH:10]=[C:9]([NH2:11])[N:8]([CH2:12][CH:13]([CH3:15])[CH3:14])[N:7]=1)([CH3:5])([CH3:4])[CH3:3].Cl[C:17]([O:19][C:20]1[CH:25]=[CH:24][CH:23]=[CH:22][CH:21]=1)=[O:18]. (2) Given the product [CH:22]([O:24][CH2:25][CH2:26][O:27][NH:28][C:19]([C:11]1[CH:12]=[CH:13][C:14]2[N:15]([CH:16]=[N:17][CH:18]=2)[C:10]=1[NH:9][C:3]1[CH:4]=[CH:5][C:6]([I:8])=[CH:7][C:2]=1[F:1])=[O:21])=[CH2:23], predict the reactants needed to synthesize it. The reactants are: [F:1][C:2]1[CH:7]=[C:6]([I:8])[CH:5]=[CH:4][C:3]=1[NH:9][C:10]1[N:15]2[CH:16]=[N:17][CH:18]=[C:14]2[CH:13]=[CH:12][C:11]=1[C:19]([OH:21])=O.[CH:22]([O:24][CH2:25][CH2:26][O:27][NH2:28])=[CH2:23].CCN=C=NCCCN(C)C.Cl.C1C=CC2N(O)N=NC=2C=1.CCN(C(C)C)C(C)C.